Dataset: Peptide-MHC class II binding affinity with 134,281 pairs from IEDB. Task: Regression. Given a peptide amino acid sequence and an MHC pseudo amino acid sequence, predict their binding affinity value. This is MHC class II binding data. (1) The peptide sequence is ASKNFHLQKNTIGTG. The MHC is DRB1_0101 with pseudo-sequence DRB1_0101. The binding affinity (normalized) is 0.643. (2) The binding affinity (normalized) is 0.628. The MHC is DRB1_1501 with pseudo-sequence DRB1_1501. The peptide sequence is HGQLGGLHLMIGLAK. (3) The peptide sequence is VNKYLKVVFIPNYNV. The MHC is DRB3_0202 with pseudo-sequence DRB3_0202. The binding affinity (normalized) is 0.602. (4) The peptide sequence is RRGVRSLSNKIKQKTHHHHHH. The MHC is DRB3_0301 with pseudo-sequence DRB3_0301. The binding affinity (normalized) is 0.577. (5) The peptide sequence is KAGLIIGEMLLLPND. The MHC is DRB1_0101 with pseudo-sequence DRB1_0101. The binding affinity (normalized) is 0.624. (6) The peptide sequence is PKFENIAEGLR. The MHC is HLA-DQA10101-DQB10501 with pseudo-sequence HLA-DQA10101-DQB10501. The binding affinity (normalized) is 0.00879. (7) The peptide sequence is AFILDGDNTFPKV. The MHC is DRB3_0101 with pseudo-sequence DRB3_0101. The binding affinity (normalized) is 0.852.